Task: Regression. Given two drug SMILES strings and cell line genomic features, predict the synergy score measuring deviation from expected non-interaction effect.. Dataset: NCI-60 drug combinations with 297,098 pairs across 59 cell lines (1) Drug 1: CNC(=O)C1=CC=CC=C1SC2=CC3=C(C=C2)C(=NN3)C=CC4=CC=CC=N4. Drug 2: C1C(C(OC1N2C=C(C(=O)NC2=O)F)CO)O. Cell line: HCT-15. Synergy scores: CSS=48.7, Synergy_ZIP=4.95, Synergy_Bliss=3.47, Synergy_Loewe=-18.0, Synergy_HSA=3.35. (2) Drug 1: C1=C(C(=O)NC(=O)N1)N(CCCl)CCCl. Drug 2: CC1CCC2CC(C(=CC=CC=CC(CC(C(=O)C(C(C(=CC(C(=O)CC(OC(=O)C3CCCCN3C(=O)C(=O)C1(O2)O)C(C)CC4CCC(C(C4)OC)O)C)C)O)OC)C)C)C)OC. Cell line: OVCAR-5. Synergy scores: CSS=14.9, Synergy_ZIP=-8.71, Synergy_Bliss=-7.77, Synergy_Loewe=-5.98, Synergy_HSA=-3.87. (3) Synergy scores: CSS=27.6, Synergy_ZIP=-2.82, Synergy_Bliss=0.427, Synergy_Loewe=4.47, Synergy_HSA=4.14. Cell line: SF-539. Drug 1: CC1=CC=C(C=C1)C2=CC(=NN2C3=CC=C(C=C3)S(=O)(=O)N)C(F)(F)F. Drug 2: C1CN1P(=S)(N2CC2)N3CC3. (4) Drug 2: C1CN(CCN1C(=O)CCBr)C(=O)CCBr. Drug 1: C1=NC2=C(N=C(N=C2N1C3C(C(C(O3)CO)O)O)F)N. Cell line: HOP-62. Synergy scores: CSS=48.1, Synergy_ZIP=-4.76, Synergy_Bliss=0.579, Synergy_Loewe=-2.07, Synergy_HSA=2.00. (5) Drug 1: C1=CC(=CC=C1CC(C(=O)O)N)N(CCCl)CCCl.Cl. Drug 2: C1CN(CCN1C(=O)CCBr)C(=O)CCBr. Cell line: HT29. Synergy scores: CSS=35.1, Synergy_ZIP=-5.23, Synergy_Bliss=4.95, Synergy_Loewe=3.23, Synergy_HSA=4.69.